This data is from Catalyst prediction with 721,799 reactions and 888 catalyst types from USPTO. The task is: Predict which catalyst facilitates the given reaction. (1) Product: [CH3:1][O:2][C:3]1[CH:4]=[C:5]2[C:10](=[CH:11][C:12]=1[O:13][CH3:14])[N:9]=[CH:8][CH:7]=[C:6]2[O:15][C:16]1[CH:22]=[CH:21][C:19]([NH:20][C:37]([NH:45][C:46]2[S:47][C:48]([C:51]([F:54])([F:53])[F:52])=[N:49][N:50]=2)=[O:43])=[C:18]([F:23])[CH:17]=1. Reactant: [CH3:1][O:2][C:3]1[CH:4]=[C:5]2[C:10](=[CH:11][C:12]=1[O:13][CH3:14])[N:9]=[CH:8][CH:7]=[C:6]2[O:15][C:16]1[CH:22]=[CH:21][C:19]([NH2:20])=[C:18]([F:23])[CH:17]=1.C(N(C(C)C)CC)(C)C.ClC(Cl)(O[C:37](=[O:43])OC(Cl)(Cl)Cl)Cl.[NH2:45][C:46]1[S:47][C:48]([C:51]([F:54])([F:53])[F:52])=[N:49][N:50]=1. The catalyst class is: 146. (2) Reactant: C([O:5][C:6](=O)[NH:7][C@H:8]1[CH2:13][CH2:12][C@@H:11]([NH:14][C:15]2[N:20]=[C:19]([N:21]([CH3:23])[CH3:22])[C:18]([CH3:24])=[CH:17][N:16]=2)[CH2:10][CH2:9]1)(C)(C)C.[Br:26][CH2:27]C(Br)=O. Product: [Br:26][CH2:27][C:6]([NH:7][CH:8]1[CH2:13][CH2:12][CH:11]([NH:14][C:15]2[N:20]=[C:19]([N:21]([CH3:23])[CH3:22])[C:18]([CH3:24])=[CH:17][N:16]=2)[CH2:10][CH2:9]1)=[O:5]. The catalyst class is: 2. (3) Reactant: O.[OH-].[Li+].[CH:4]1([C@@:10]([C:39]([O:41]C)=[O:40])([CH3:38])[NH:11][C:12]([C:14]2[CH:19]=[CH:18][C:17]([F:20])=[CH:16][C:15]=2[NH:21][C:22]([NH:24][C:25]2[C:30]([Cl:31])=[CH:29][C:28]([O:32][C:33]([F:36])([F:35])[F:34])=[CH:27][C:26]=2[Cl:37])=[O:23])=[O:13])[CH2:9][CH2:8][CH2:7][CH2:6][CH2:5]1.CO.Cl. Product: [CH:4]1([C@@:10]([C:39]([OH:41])=[O:40])([CH3:38])[NH:11][C:12]([C:14]2[CH:19]=[CH:18][C:17]([F:20])=[CH:16][C:15]=2[NH:21][C:22]([NH:24][C:25]2[C:30]([Cl:31])=[CH:29][C:28]([O:32][C:33]([F:34])([F:35])[F:36])=[CH:27][C:26]=2[Cl:37])=[O:23])=[O:13])[CH2:9][CH2:8][CH2:7][CH2:6][CH2:5]1. The catalyst class is: 20. (4) Reactant: [CH2:1]([O:3][C:4]([C:6]1([NH:12][C:13]([O:15][C:16]([CH3:19])([CH3:18])[CH3:17])=[O:14])[CH2:11][CH2:10][NH:9][CH2:8][CH2:7]1)=[O:5])[CH3:2].C(N(CC)CC)C.Cl[C:28]1[C:29]2[CH:36]=[CH:35][NH:34][C:30]=2[N:31]=[CH:32][N:33]=1. Product: [CH2:1]([O:3][C:4]([C:6]1([NH:12][C:13]([O:15][C:16]([CH3:18])([CH3:17])[CH3:19])=[O:14])[CH2:11][CH2:10][N:9]([C:28]2[C:29]3[CH:36]=[CH:35][NH:34][C:30]=3[N:31]=[CH:32][N:33]=2)[CH2:8][CH2:7]1)=[O:5])[CH3:2]. The catalyst class is: 435. (5) Reactant: Cl.[CH3:2][C:3]1[O:4][C:5]2[C:14]3[CH:13]([CH2:15][CH2:16][NH2:17])[CH2:12][CH2:11][C:10]=3[CH:9]=[CH:8][C:6]=2[N:7]=1.C(N(CC)CC)C.[CH2:25]([N:27]=[C:28]=[O:29])[CH3:26]. Product: [CH2:25]([NH:27][C:28]([NH:17][CH2:16][CH2:15][CH:13]1[C:14]2[C:5]3[O:4][C:3]([CH3:2])=[N:7][C:6]=3[CH:8]=[CH:9][C:10]=2[CH2:11][CH2:12]1)=[O:29])[CH3:26]. The catalyst class is: 7. (6) Reactant: [CH3:1][C:2]([C:4]1[CH:9]=[CH:8][C:7]([O:10][CH3:11])=[C:6]([O:12][CH3:13])[CH:5]=1)=[O:3].[C:14]1([NH:20][C:21]2[N:28]=[CH:27][CH:26]=[CH:25][C:22]=2[CH:23]=O)[CH:19]=[CH:18][CH:17]=[CH:16][CH:15]=1.Cl. Product: [CH3:13][O:12][C:6]1[CH:5]=[C:4]([C:2](=[O:3])/[CH:1]=[CH:23]/[C:22]2[C:21]([NH:20][C:14]3[CH:19]=[CH:18][CH:17]=[CH:16][CH:15]=3)=[N:28][CH:27]=[CH:26][CH:25]=2)[CH:9]=[CH:8][C:7]=1[O:10][CH3:11]. The catalyst class is: 5.